From a dataset of Tyrosyl-DNA phosphodiesterase HTS with 341,365 compounds. Binary Classification. Given a drug SMILES string, predict its activity (active/inactive) in a high-throughput screening assay against a specified biological target. (1) The compound is Clc1c(OC)c(C(=O)Nc2ccc(CN3CCCCC3)cc2)cc(Cl)c1. The result is 0 (inactive). (2) The compound is O=C1N2C(C(CC1CC(=O)NCCCOC)C(=O)N1CCCCC1)(c1[nH]c3c(c1CC2)cc(OC)cc3)CCc1ccccc1. The result is 0 (inactive). (3) The drug is [O-][N+](=O)C(CCC#N)C. The result is 0 (inactive). (4) The molecule is O=C(Nc1ccccc1)C=1C(n2[nH]cnc2=NC1C)c1ncccc1. The result is 0 (inactive). (5) The drug is o1c2c(c(CC(=O)NN(C)C)c1)c(cc(c2)C)C. The result is 0 (inactive). (6) The molecule is O=C(N1C(CN(CC1)C)c1ccccc1)c1noc(c1)COc1cc(c(cc1)C)C. The result is 0 (inactive). (7) The molecule is O(c1cc(NC(=O)NCc2ncccc2)ccc1OC)C. The result is 0 (inactive). (8) The molecule is S(=O)(=O)(NCc1ccc(cc1)C)c1ccc(NC(=O)C)cc1. The result is 0 (inactive). (9) The compound is s1c2c(CCCC2)c(c1NC(=O)c1cc2OCOc2cc1)C(=O)NCc1occc1. The result is 0 (inactive).